Dataset: Forward reaction prediction with 1.9M reactions from USPTO patents (1976-2016). Task: Predict the product of the given reaction. (1) The product is: [F:21][C:22]1[CH:27]=[CH:26][C:25]([C:6]2[CH2:7][CH2:8][N:9]([C:12]([O:14][C:15]([CH3:16])([CH3:17])[CH3:18])=[O:13])[CH2:10][CH:11]=2)=[CH:24][CH:23]=1. Given the reactants FC(F)(F)C(O[C:6]1[CH2:7][CH2:8][N:9]([C:12]([O:14][C:15]([CH3:18])([CH3:17])[CH3:16])=[O:13])[CH2:10][CH:11]=1)=O.[F:21][C:22]1[CH:27]=[CH:26][C:25](B(O)O)=[CH:24][CH:23]=1.[F-].[Cs+], predict the reaction product. (2) Given the reactants [O:1]1[CH2:5][C@H:4]([NH2:6])[C@H:3]([NH2:7])[CH2:2]1.Cl[C:9]1[S:10][C:11]2[CH:17]=[C:16]([Cl:18])[CH:15]=[CH:14][C:12]=2[N:13]=1.C(=O)(O)[O-].[Na+].C(O)(C)C, predict the reaction product. The product is: [Cl:18][C:16]1[CH:15]=[CH:14][C:12]2[N:13]=[C:9]([NH:7][C@H:3]3[C@@H:4]([NH2:6])[CH2:5][O:1][CH2:2]3)[S:10][C:11]=2[CH:17]=1. (3) The product is: [F:1][C:2]1[CH:3]=[C:4]([CH:33]=[CH:34][CH:35]=1)[CH2:5][N:6]1[C:14]2[C:9](=[CH:10][C:11]([NH:15][C:16]3[C:25]4[C:20](=[CH:21][CH:22]=[CH:23][C:24]=4[O:26][C@H:27]([CH3:32])[C:28]([NH:38][CH2:36][CH3:37])=[O:30])[N:19]=[CH:18][N:17]=3)=[CH:12][CH:13]=2)[CH:8]=[N:7]1. Given the reactants [F:1][C:2]1[CH:3]=[C:4]([CH:33]=[CH:34][CH:35]=1)[CH2:5][N:6]1[C:14]2[C:9](=[CH:10][C:11]([NH:15][C:16]3[C:25]4[C:20](=[CH:21][CH:22]=[CH:23][C:24]=4[O:26][C@H:27]([CH3:32])[C:28]([O:30]C)=O)[N:19]=[CH:18][N:17]=3)=[CH:12][CH:13]=2)[CH:8]=[N:7]1.[CH2:36]([NH2:38])[CH3:37], predict the reaction product. (4) Given the reactants [CH3:1][O:2][C:3]1[CH:4]=[C:5]2[C:10](=[CH:11][C:12]=1[O:13][CH3:14])[C:9]([CH3:15])=[N:8][C:7]([OH:16])=[C:6]2[CH2:17][C:18]1[C:19]([NH:31][CH3:32])=[N:20][C:21]2[CH:22]=[C:23]3[O:30]C[O:28][C:24]3=[CH:25][C:26]=2[CH:27]=1.B(Cl)(Cl)[Cl:34].[Cl-:37], predict the reaction product. The product is: [ClH:34].[ClH:37].[OH:16][C:7]1[N:8]=[C:9]([CH3:15])[C:10]2[C:5]([C:6]=1[CH2:17][C:18]1[C:19]([NH:31][CH3:32])=[N:20][C:21]3[C:26]([CH:27]=1)=[CH:25][C:24]([OH:28])=[C:23]([OH:30])[CH:22]=3)=[CH:4][C:3]([O:2][CH3:1])=[C:12]([O:13][CH3:14])[CH:11]=2. (5) Given the reactants [H-].[Na+].[CH3:3][C:4]1[CH:5]=[C:6]([NH:15][C:16]2[N:21]=[C:20]([C:22]([F:25])([F:24])[F:23])[CH:19]=[CH:18][N:17]=2)[CH:7]=[C:8]([C:10]2[CH:11]=[N:12][NH:13][CH:14]=2)[CH:9]=1.CN(C=O)C.[CH2:31]1[O:39][CH:32]1[C:33]1[CH:38]=[CH:37][CH:36]=[CH:35][CH:34]=1, predict the reaction product. The product is: [CH3:3][C:4]1[CH:9]=[C:8]([C:10]2[CH:11]=[N:12][N:13]([CH2:31][CH:32]([C:33]3[CH:38]=[CH:37][CH:36]=[CH:35][CH:34]=3)[OH:39])[CH:14]=2)[CH:7]=[C:6]([NH:15][C:16]2[N:21]=[C:20]([C:22]([F:23])([F:25])[F:24])[CH:19]=[CH:18][N:17]=2)[CH:5]=1. (6) Given the reactants [Cl:1][C:2]1[CH:3]=[C:4]([N:10]2[C:14]([CH3:15])=[C:13]([CH2:16][C:17]3[CH:18]=[CH:19][C:20]([C:23]([O:25]C)=[O:24])=[N:21][CH:22]=3)[C:12]([CH3:27])=[N:11]2)[CH:5]=[CH:6][C:7]=1[C:8]#[N:9].Cl, predict the reaction product. The product is: [Cl:1][C:2]1[CH:3]=[C:4]([N:10]2[C:14]([CH3:15])=[C:13]([CH2:16][C:17]3[CH:18]=[CH:19][C:20]([C:23]([OH:25])=[O:24])=[N:21][CH:22]=3)[C:12]([CH3:27])=[N:11]2)[CH:5]=[CH:6][C:7]=1[C:8]#[N:9]. (7) Given the reactants [CH3:1][C:2]1[N:3]=[C:4]([CH2:22][CH2:23][C:24]([F:27])([F:26])[F:25])[N:5]([C:7]2[C:12]([N+:13]([O-])=O)=[CH:11][CH:10]=[C:9]([O:16][CH2:17][C:18]([F:21])([F:20])[F:19])[N:8]=2)[CH:6]=1.C1COCC1.C([O-])=O.[NH4+], predict the reaction product. The product is: [CH3:1][C:2]1[N:3]=[C:4]([CH2:22][CH2:23][C:24]([F:27])([F:26])[F:25])[N:5]([C:7]2[C:12]([NH2:13])=[CH:11][CH:10]=[C:9]([O:16][CH2:17][C:18]([F:19])([F:21])[F:20])[N:8]=2)[CH:6]=1. (8) Given the reactants [Na].Cl.[Cl:3][C:4]1[CH:9]=[CH:8][CH:7]=[CH:6][C:5]=1[NH:10][NH2:11].[C:12](OC)(=[O:15])[CH:13]=[CH2:14].O, predict the reaction product. The product is: [Cl:3][C:4]1[CH:9]=[CH:8][CH:7]=[CH:6][C:5]=1[N:10]1[CH2:14][CH2:13][C:12](=[O:15])[NH:11]1. (9) Given the reactants FC(F)(F)C([O-])=O.[NH2:8][C:9]1[CH:17]=[CH:16][C:12]2[N:13]=[CH:14][NH:15][C:11]=2[CH:10]=1.[CH3:18][O:19][CH2:20][CH2:21][O:22][C:23]1[CH:30]=[CH:29][C:26]([CH:27]=O)=[CH:25][CH:24]=1.[Si](C#N)(C)(C)C.[N:37]1([C:42](N2C=CN=C2)=[O:43])C=CN=[CH:38]1, predict the reaction product. The product is: [CH3:18][O:19][CH2:20][CH2:21][O:22][C:23]1[CH:30]=[CH:29][C:26]([CH:27]2[N:8]([C:9]3[CH:17]=[CH:16][C:12]4[NH:13][CH:14]=[N:15][C:11]=4[CH:10]=3)[C:42](=[O:43])[NH:37][CH2:38]2)=[CH:25][CH:24]=1. (10) Given the reactants [NH2:1][C:2]1[CH:3]=[C:4]([Cl:10])[C:5]([C:8]#[N:9])=[N:6][CH:7]=1.CC([O-])=O.[Na+].[Br:16]Br, predict the reaction product. The product is: [NH2:1][C:2]1[CH:3]=[C:4]([Cl:10])[C:5]([C:8]#[N:9])=[N:6][C:7]=1[Br:16].